This data is from Full USPTO retrosynthesis dataset with 1.9M reactions from patents (1976-2016). The task is: Predict the reactants needed to synthesize the given product. Given the product [O:1]1[CH:5]=[CH:4][CH:3]=[C:2]1/[CH:6]=[N:14]/[S@:12]([C:9]([CH3:11])([CH3:10])[CH3:8])=[O:13], predict the reactants needed to synthesize it. The reactants are: [O:1]1[CH:5]=[CH:4][CH:3]=[C:2]1[CH:6]=O.[CH3:8][C:9]([S@@:12]([NH2:14])=[O:13])([CH3:11])[CH3:10].